Dataset: Reaction yield outcomes from USPTO patents with 853,638 reactions. Task: Predict the reaction yield, written as a fraction of the theoretical maximum amount of product (1.0 means a 100% yield; for example, 0.34 means a 34% yield). (1) The reactants are Br[C:2]1[CH:3]=[C:4]([CH:7]=[CH:8][C:9]=1[N:10]([CH3:12])[CH3:11])[CH:5]=[O:6].[CH3:13][C:14]1[C:15](B(O)O)=[CH:16][C:17]2[C:18](C)([CH3:26])[CH2:19][CH2:20][C:21]([CH3:25])([CH3:24])[C:22]=2[CH:23]=1.[CH2:31](O)C.C(=O)([O-])[O-].[K+].[K+]. The catalyst is C1(C)C=CC=CC=1.C(OCC)(=O)C.C1C=CC([P]([Pd]([P](C2C=CC=CC=2)(C2C=CC=CC=2)C2C=CC=CC=2)([P](C2C=CC=CC=2)(C2C=CC=CC=2)C2C=CC=CC=2)[P](C2C=CC=CC=2)(C2C=CC=CC=2)C2C=CC=CC=2)(C2C=CC=CC=2)C2C=CC=CC=2)=CC=1.O. The product is [CH3:11][N:10]([CH3:12])[C:9]1[CH:8]=[CH:7][C:4]([CH:5]=[O:6])=[CH:3][C:2]=1[C:15]1[C:14]([CH3:13])=[CH:23][C:22]2[C:21]([CH3:24])([CH3:25])[CH2:20][CH:19]([CH3:31])[CH:18]([CH3:26])[C:17]=2[CH:16]=1. The yield is 0.920. (2) The reactants are [NH2:1][C:2]1[N:6]([C:7]2[CH:12]=[CH:11][C:10]([S:13]([NH:16][CH2:17][CH2:18][N:19]3[CH2:24][CH2:23][O:22][CH2:21][CH2:20]3)(=[O:15])=[O:14])=[C:9]([CH3:25])[CH:8]=2)[N:5]=[C:4]([C:26]([CH3:29])([CH3:28])[CH3:27])[CH:3]=1.[F:30][C:31]1[CH:36]=[C:35]([O:37][C:38]2[CH:43]=[CH:42][N:41]=[C:40]([CH3:44])[CH:39]=2)[CH:34]=[CH:33][C:32]=1[NH2:45].C1C[O:49][CH2:48]C1. The catalyst is ClCCCl. The product is [C:26]([C:4]1[CH:3]=[C:2]([NH:1][C:48]([NH:45][C:32]2[CH:33]=[CH:34][C:35]([O:37][C:38]3[CH:43]=[CH:42][N:41]=[C:40]([CH3:44])[CH:39]=3)=[CH:36][C:31]=2[F:30])=[O:49])[N:6]([C:7]2[CH:12]=[CH:11][C:10]([S:13]([NH:16][CH2:17][CH2:18][N:19]3[CH2:20][CH2:21][O:22][CH2:23][CH2:24]3)(=[O:15])=[O:14])=[C:9]([CH3:25])[CH:8]=2)[N:5]=1)([CH3:29])([CH3:28])[CH3:27]. The yield is 0.230.